From a dataset of Full USPTO retrosynthesis dataset with 1.9M reactions from patents (1976-2016). Predict the reactants needed to synthesize the given product. (1) Given the product [Cl:19][C:9]([CH2:8][C:5]1[CH:4]=[CH:3][C:2]([O:1][C:13](=[O:14])[CH3:12])=[CH:7][CH:6]=1)=[O:11], predict the reactants needed to synthesize it. The reactants are: [OH:1][C:2]1[CH:7]=[CH:6][C:5]([CH2:8][C:9]([OH:11])=O)=[CH:4][CH:3]=1.[C:12](Cl)(=O)[C:13](Cl)=[O:14].C(Cl)[Cl:19]. (2) The reactants are: [OH-].[C:2]12([N+:12]([CH3:15])([CH3:14])[CH3:13])[CH2:11][CH:6]3[CH2:7][CH:8]([CH2:10][CH:4]([CH2:5]3)[CH2:3]1)[CH2:9]2.C12(N(C)C)CC3CC(CC(C3)C1)C2.[C:29](=[O:34])([O:32]C)[O:30][CH3:31]. Given the product [CH3:31][O:30][C:29](=[O:32])[O-:34].[C:2]12([N+:12]([CH3:15])([CH3:14])[CH3:13])[CH2:9][CH:8]3[CH2:7][CH:6]([CH2:5][CH:4]([CH2:10]3)[CH2:3]1)[CH2:11]2, predict the reactants needed to synthesize it.